Predict the reactants needed to synthesize the given product. From a dataset of Retrosynthesis with 50K atom-mapped reactions and 10 reaction types from USPTO. (1) Given the product Cc1c(C(F)(F)F)nc2ccc(OCc3nc(N4CCCC4)nn3C)nn12, predict the reactants needed to synthesize it. The reactants are: Cc1c(C(F)(F)F)nc2ccc(Cl)nn12.Cn1nc(N2CCCC2)nc1CO. (2) Given the product CC1(C)OC(=O)C(=CC(=O)NCc2ccc(F)c(F)c2)O1, predict the reactants needed to synthesize it. The reactants are: CC1(C)OC(=O)C(=CC(=O)Cl)O1.NCc1ccc(F)c(F)c1.